Dataset: Catalyst prediction with 721,799 reactions and 888 catalyst types from USPTO. Task: Predict which catalyst facilitates the given reaction. (1) Reactant: [Cl:1][C:2]1[C:3]([NH:26][C@@H:27]2[C@@H:32]3[CH2:33][C@@H:29]([CH:30]=[CH:31]3)[C@@H:28]2[C:34]([NH2:36])=[O:35])=[C:4]2[N:10]=[C:9]([C:11]3[CH:16]=[CH:15][C:14]([CH2:17][N:18]4[CH2:23][CH2:22][NH:21][CH2:20][CH2:19]4)=[CH:13][C:12]=3[O:24][CH3:25])[NH:8][C:5]2=[N:6][CH:7]=1.[CH2:37]1[O:40][C@H:38]1[CH3:39]. Product: [Cl:1][C:2]1[C:3]([NH:26][C@@H:27]2[C@@H:32]3[CH2:33][C@@H:29]([CH:30]=[CH:31]3)[C@@H:28]2[C:34]([NH2:36])=[O:35])=[C:4]2[N:10]=[C:9]([C:11]3[CH:16]=[CH:15][C:14]([CH2:17][N:18]4[CH2:23][CH2:22][N:21]([CH2:37][C@@H:38]([OH:40])[CH3:39])[CH2:20][CH2:19]4)=[CH:13][C:12]=3[O:24][CH3:25])[NH:8][C:5]2=[N:6][CH:7]=1. The catalyst class is: 5. (2) Reactant: Br[C:2]1[C:7]([O:8][CH3:9])=[CH:6][C:5]([C:10]([C:12]2[CH:17]=[CH:16][CH:15]=[CH:14][CH:13]=2)=[O:11])=[C:4]([OH:18])[CH:3]=1.[B:19]1([B:19]2[O:23][C:22]([CH3:25])([CH3:24])[C:21]([CH3:27])([CH3:26])[O:20]2)[O:23][C:22]([CH3:25])([CH3:24])[C:21]([CH3:27])([CH3:26])[O:20]1. Product: [OH:18][C:4]1[CH:3]=[C:2]([B:19]2[O:23][C:22]([CH3:25])([CH3:24])[C:21]([CH3:27])([CH3:26])[O:20]2)[C:7]([O:8][CH3:9])=[CH:6][C:5]=1[C:10]([C:12]1[CH:17]=[CH:16][CH:15]=[CH:14][CH:13]=1)=[O:11]. The catalyst class is: 140. (3) Reactant: [CH3:1][C:2]1[CH:10]=[CH:9][CH:8]=[C:7]2[C:3]=1[C:4]([CH:11]=[O:12])=[CH:5][NH:6]2.[H-].[Na+].[CH2:15](I)[CH3:16]. Product: [CH2:15]([N:6]1[C:7]2[C:3](=[C:2]([CH3:1])[CH:10]=[CH:9][CH:8]=2)[C:4]([CH:11]=[O:12])=[CH:5]1)[CH3:16]. The catalyst class is: 174. (4) Reactant: [Cl:1][C:2]1[CH:3]=[N:4][C:5]2[C:10]([C:11]=1[CH2:12][CH2:13][N:14]1[CH2:18][CH2:17][C@@H:16]([CH2:19][NH2:20])[CH2:15]1)=[N:9][C:8]([O:21][CH3:22])=[CH:7][CH:6]=2.[O:23]=[C:24]1[CH2:29][S:28][C:27]2[CH:30]=[CH:31][C:32]([CH:34]=O)=[N:33][C:26]=2[NH:25]1.[O-]S([O-])(=O)=O.[Na+].[Na+].C([O-])(O)=O.[Na+].[BH4-].[Na+]. Product: [Cl:1][C:2]1[CH:3]=[N:4][C:5]2[C:10]([C:11]=1[CH2:12][CH2:13][N:14]1[CH2:18][CH2:17][C@@H:16]([CH2:19][NH:20][CH2:34][C:32]3[CH:31]=[CH:30][C:27]4[S:28][CH2:29][C:24](=[O:23])[NH:25][C:26]=4[N:33]=3)[CH2:15]1)=[N:9][C:8]([O:21][CH3:22])=[CH:7][CH:6]=2. The catalyst class is: 497. (5) Reactant: O[CH:2]([C:14]1[CH:19]=[CH:18][CH:17]=[C:16]([N+:20]([O-:22])=[O:21])[C:15]=1[CH3:23])[C:3]1[N:4]=[CH:5][N:6]([S:8]([N:11]([CH3:13])[CH3:12])(=[O:10])=[O:9])[CH:7]=1.C([SiH](CC)CC)C. Product: [CH3:13][N:11]([CH3:12])[S:8]([N:6]1[CH:7]=[C:3]([CH2:2][C:14]2[CH:19]=[CH:18][CH:17]=[C:16]([N+:20]([O-:22])=[O:21])[C:15]=2[CH3:23])[N:4]=[CH:5]1)(=[O:9])=[O:10]. The catalyst class is: 55. (6) Reactant: [CH3:1][C:2]1[N:7]2[N:8]=[C:9]([CH:11]=[CH:12][C:13]3[N:17]([CH3:18])[N:16]=[C:15]([N:19]([CH2:21][CH3:22])[CH3:20])[N:14]=3)[N:10]=[C:6]2[C:5]([CH3:23])=[N:4][CH:3]=1.C(Cl)Cl.CO. Product: [CH3:1][C:2]1[N:7]2[N:8]=[C:9]([CH2:11][CH2:12][C:13]3[N:17]([CH3:18])[N:16]=[C:15]([N:19]([CH2:21][CH3:22])[CH3:20])[N:14]=3)[N:10]=[C:6]2[C:5]([CH3:23])=[N:4][CH:3]=1. The catalyst class is: 43. (7) Reactant: [OH-].[K+].[CH3:3]C1C=CC(S(N(N=O)C)(=O)=O)=CC=1.C(O)CO.CCOCC.[NH:26]1[C:30]2[CH:31]=[C:32]([N:35]3[CH:39]([C:40]4[CH:45]=[CH:44][C:43]([C:46]5[CH:51]=[CH:50][CH:49]=[CH:48][CH:47]=5)=[CH:42][CH:41]=4)[C:38]([CH3:52])=[C:37]([OH:53])[C:36]3=[O:54])[CH:33]=[CH:34][C:29]=2[N:28]=[CH:27]1. Product: [NH:26]1[C:30]2[CH:31]=[C:32]([N:35]3[CH:39]([C:40]4[CH:41]=[CH:42][C:43]([C:46]5[CH:51]=[CH:50][CH:49]=[CH:48][CH:47]=5)=[CH:44][CH:45]=4)[C:38]([CH3:52])=[C:37]([O:53][CH3:3])[C:36]3=[O:54])[CH:33]=[CH:34][C:29]=2[N:28]=[CH:27]1. The catalyst class is: 5. (8) Reactant: [CH3:1][O:2][C:3]([C:5]1[CH:14]=[CH:13][C:12]2[C:7](=[CH:8][CH:9]=[C:10]([O:17][CH3:18])[C:11]=2[CH:15]=O)[CH:6]=1)=[O:4].[F:19][C:20]([F:31])([F:30])[O:21][C:22]1[CH:29]=[CH:28][C:25]([CH2:26][NH2:27])=[CH:24][CH:23]=1.CC(O)=O.C([BH3-])#N.[Na+]. Product: [CH3:1][O:2][C:3]([C:5]1[CH:14]=[CH:13][C:12]2[C:7](=[CH:8][CH:9]=[C:10]([O:17][CH3:18])[C:11]=2[CH2:15][NH:27][CH2:26][C:25]2[CH:28]=[CH:29][C:22]([O:21][C:20]([F:19])([F:30])[F:31])=[CH:23][CH:24]=2)[CH:6]=1)=[O:4]. The catalyst class is: 14.